From a dataset of CYP2C9 inhibition data for predicting drug metabolism from PubChem BioAssay. Regression/Classification. Given a drug SMILES string, predict its absorption, distribution, metabolism, or excretion properties. Task type varies by dataset: regression for continuous measurements (e.g., permeability, clearance, half-life) or binary classification for categorical outcomes (e.g., BBB penetration, CYP inhibition). Dataset: cyp2c9_veith. (1) The molecule is COc1ccc(-c2nc3cnc(N4CCN(C)CC4)nc3n(CCc3ccccc3)c2=O)cc1. The result is 0 (non-inhibitor). (2) The compound is CN1CCN(c2ncc3nc(-c4ccc(Cl)cc4)c(=O)n(C)c3n2)CC1. The result is 0 (non-inhibitor). (3) The compound is CCC(=O)Nc1ncnc2ncn(C(=O)CC)c12. The result is 0 (non-inhibitor). (4) The drug is CNc1cc(-c2ccccc2C(F)(F)F)ncn1. The result is 0 (non-inhibitor). (5) The compound is COc1ccccc1CN1CC[C@@]2(CCCN(C(=O)c3ccco3)C2)C1. The result is 0 (non-inhibitor). (6) The compound is CNc1ncnc2ccc(-c3ccccc3C#N)cc12. The result is 0 (non-inhibitor). (7) The drug is O=C(Nc1ccc2nc(SCc3ccc(Cl)cc3)sc2c1)c1ccccc1C(=O)N1CCOCC1. The result is 0 (non-inhibitor).